Dataset: Retrosynthesis with 50K atom-mapped reactions and 10 reaction types from USPTO. Task: Predict the reactants needed to synthesize the given product. (1) Given the product CC(C)(C)OC(=O)N1CC=C(c2cnc(N3CCOCC3)cc2N)CC1, predict the reactants needed to synthesize it. The reactants are: CC(C)(C)OC(=O)N1CC=C(B2OC(C)(C)C(C)(C)O2)CC1.Nc1cc(N2CCOCC2)ncc1I. (2) The reactants are: Cc1cc(Nc2nccc(C(F)(F)F)n2)cc(-c2cncc(N)c2)c1.O=CC(=O)O. Given the product Cc1cc(Nc2nccc(C(F)(F)F)n2)cc(-c2cncc(NCC(=O)O)c2)c1, predict the reactants needed to synthesize it.